From a dataset of Full USPTO retrosynthesis dataset with 1.9M reactions from patents (1976-2016). Predict the reactants needed to synthesize the given product. (1) Given the product [CH3:25][O:26][C:2]1[C:7]([C:8]#[N:9])=[C:6]([NH:10][C:11]2[CH:16]=[CH:15][CH:14]=[C:13]([C:17]3[N:22]=[CH:21][CH:20]=[CH:19][N:18]=3)[CH:12]=2)[N:5]=[C:4]([S:23][CH3:24])[N:3]=1, predict the reactants needed to synthesize it. The reactants are: Cl[C:2]1[C:7]([C:8]#[N:9])=[C:6]([NH:10][C:11]2[CH:16]=[CH:15][CH:14]=[C:13]([C:17]3[N:22]=[CH:21][CH:20]=[CH:19][N:18]=3)[CH:12]=2)[N:5]=[C:4]([S:23][CH3:24])[N:3]=1.[C:25]([O-])([O-])=[O:26].[K+].[K+]. (2) Given the product [N+:1]([C:4]1[CH:13]=[CH:12][CH:11]=[C:10]2[C:5]=1[CH:6]=[CH:7][N:15]([CH2:16][C@@H:17]1[CH2:21][CH2:20][CH2:19][N:18]1[C:22]([O:24][C:25]([CH3:28])([CH3:27])[CH3:26])=[O:23])[C:9]2=[O:14])([O-:3])=[O:2], predict the reactants needed to synthesize it. The reactants are: [N+:1]([C:4]1[CH:13]=[CH:12][CH:11]=[C:10]2[C:5]=1[CH:6]=[CH:7]O[C:9]2=[O:14])([O-:3])=[O:2].[NH2:15][CH2:16][C@@H:17]1[CH2:21][CH2:20][CH2:19][N:18]1[C:22]([O:24][C:25]([CH3:28])([CH3:27])[CH3:26])=[O:23].CO. (3) Given the product [NH2:14][C:9]1[CH:10]=[N:11][CH:12]=[CH:13][C:8]=1[N:5]1[CH2:6][CH2:7][CH:2]([Cl:1])[CH:3]([NH:17][P:18](=[O:25])([O:22][CH2:23][CH3:24])[O:19][CH2:20][CH3:21])[CH2:4]1, predict the reactants needed to synthesize it. The reactants are: [Cl:1][CH:2]1[CH2:7][CH2:6][N:5]([C:8]2[CH:13]=[CH:12][N:11]=[CH:10][C:9]=2[N+:14]([O-])=O)[CH2:4][CH:3]1[NH:17][P:18](=[O:25])([O:22][CH2:23][CH3:24])[O:19][CH2:20][CH3:21]. (4) Given the product [F:1][C:2]1[CH:23]=[CH:22][CH:21]=[C:20]([F:24])[C:3]=1[CH2:4][O:5][C:6]1[C:7]2[N:8]([C:13]([C:17]([NH:69][CH:66]3[CH2:67][CH2:68][CH:65]3[NH:64][C:63](=[O:70])[O:62][C:58]([CH3:60])([CH3:59])[CH3:61])=[O:18])=[C:14]([CH3:16])[N:15]=2)[CH:9]=[C:10]([CH3:12])[CH:11]=1, predict the reactants needed to synthesize it. The reactants are: [F:1][C:2]1[CH:23]=[CH:22][CH:21]=[C:20]([F:24])[C:3]=1[CH2:4][O:5][C:6]1[C:7]2[N:8]([C:13]([C:17](O)=[O:18])=[C:14]([CH3:16])[N:15]=2)[CH:9]=[C:10]([CH3:12])[CH:11]=1.CN(C(ON1N=NC2C=CC=NC1=2)=[N+](C)C)C.F[P-](F)(F)(F)(F)F.C(N(CC)C(C)C)(C)C.[C:58]([O:62][C:63](=[O:70])[NH:64][CH:65]1[CH2:68][CH2:67][CH:66]1[NH2:69])([CH3:61])([CH3:60])[CH3:59]. (5) Given the product [CH2:24]([N:23]([CH2:26][CH3:27])[S:20]([C:16]1[CH:17]=[CH:18][CH:19]=[C:14]([N:9]2[CH:10]=[CH:11][C:12](=[O:13])[C:7]([C:5]3[N:39]([C:34]4[CH:35]=[CH:36][CH:37]=[C:38]5[C:33]=4[CH:32]=[CH:31][N:30]=[CH:29]5)[N:40]=[CH:3][CH:4]=3)=[N:8]2)[CH:15]=1)(=[O:22])=[O:21])[CH3:25], predict the reactants needed to synthesize it. The reactants are: CN(C)/[CH:3]=[CH:4]/[C:5]([C:7]1[C:12](=[O:13])[CH:11]=[CH:10][N:9]([C:14]2[CH:15]=[C:16]([S:20]([N:23]([CH2:26][CH3:27])[CH2:24][CH3:25])(=[O:22])=[O:21])[CH:17]=[CH:18][CH:19]=2)[N:8]=1)=O.[CH:29]1[C:38]2[C:33](=[C:34]([NH:39][NH2:40])[CH:35]=[CH:36][CH:37]=2)[CH:32]=[CH:31][N:30]=1.